This data is from Reaction yield outcomes from USPTO patents with 853,638 reactions. The task is: Predict the reaction yield, written as a fraction of the theoretical maximum amount of product (1.0 means a 100% yield; for example, 0.34 means a 34% yield). (1) The reactants are [NH2:1][CH2:2][CH2:3][N:4]([CH3:30])[C:5]1[C:10]([C:11]#[N:12])=[CH:9][C:8]([NH:13][C:14]2[N:19]=[C:18]([NH:20][CH:21]3[CH2:23][CH2:22]3)[C:17]3=[N:24][CH:25]=[C:26]([C:27]#[N:28])[N:16]3[N:15]=2)=[C:7]([Cl:29])[CH:6]=1.[O:31]1[CH2:34][C:33](=O)[CH2:32]1.COC(OC)OC.C(O)(=O)C.C([BH3-])#N.[Na+]. The catalyst is CO.C(Cl)Cl. The product is [Cl:29][C:7]1[CH:6]=[C:5]([N:4]([CH3:30])[CH2:3][CH2:2][NH:1][CH:33]2[CH2:34][O:31][CH2:32]2)[C:10]([C:11]#[N:12])=[CH:9][C:8]=1[NH:13][C:14]1[N:19]=[C:18]([NH:20][CH:21]2[CH2:22][CH2:23]2)[C:17]2=[N:24][CH:25]=[C:26]([C:27]#[N:28])[N:16]2[N:15]=1. The yield is 0.150. (2) The reactants are [OH:1][C@H:2]1[CH2:19][CH2:18][C@@:17]2([CH3:20])[C@@H:4]([CH2:5][CH2:6][C@:7]3([CH3:35])[C@@H:16]2[CH2:15][CH2:14][C@H:13]2[C@@:8]3([CH3:34])[CH2:9][CH2:10][C@@:11]3(/[CH:28]=[C:29](\[CH3:33])/[C:30](O)=[O:31])[CH2:23][C:22](=[O:24])[C:21]([CH:25]([CH3:27])[CH3:26])=[C:12]32)[C:3]1([CH3:37])[CH3:36].Cl.[Cl:39][C:40]1[CH:45]=[CH:44][C:43]([C:46]2([NH2:49])[CH2:48][CH2:47]2)=[CH:42][CH:41]=1.CN(C(ON1N=NC2C=CC=NC1=2)=[N+](C)C)C.F[P-](F)(F)(F)(F)F.CCN(C(C)C)C(C)C.Cl. The catalyst is CN(C=O)C. The product is [Cl:39][C:40]1[CH:41]=[CH:42][C:43]([C:46]2([NH:49][C:30](=[O:31])/[C:29](/[CH3:33])=[CH:28]/[C@:11]34[CH2:23][C:22](=[O:24])[C:21]([CH:25]([CH3:26])[CH3:27])=[C:12]3[C@@H:13]3[C@@:8]([CH3:34])([CH2:9][CH2:10]4)[C@@:7]4([CH3:35])[C@@H:16]([C@:17]5([CH3:20])[C@@H:4]([CH2:5][CH2:6]4)[C:3]([CH3:37])([CH3:36])[C@@H:2]([OH:1])[CH2:19][CH2:18]5)[CH2:15][CH2:14]3)[CH2:47][CH2:48]2)=[CH:44][CH:45]=1. The yield is 0.990. (3) The reactants are C([O:4][C:5]([C:7]1([CH2:13][CH:14]([CH2:17][CH3:18])[CH2:15][CH3:16])[CH2:12][CH2:11][CH2:10][CH2:9][CH2:8]1)=[O:6])(C)C.[OH-].[K+].OS(O)(=O)=O. The catalyst is C(O)CO. The product is [CH2:17]([CH:14]([CH2:15][CH3:16])[CH2:13][C:7]1([C:5]([OH:6])=[O:4])[CH2:8][CH2:9][CH2:10][CH2:11][CH2:12]1)[CH3:18]. The yield is 0.600. (4) The reactants are [C:1]([C:3]1[C:4](C)([OH:10])[NH:5][CH:6]=[CH:7][C:8]=1[CH3:9])#[N:2].[CH3:12]O. The catalyst is [Ni].N. The product is [NH2:2][CH2:1][C:3]1[C:4](=[O:10])[NH:5][C:6]([CH3:12])=[CH:7][C:8]=1[CH3:9]. The yield is 1.00. (5) The reactants are [N+:1]([O-:4])(O)=[O:2].[N:5]1[CH:10]=[CH:9][CH:8]=[C:7]([C:11]2[CH:16]=[CH:15][C:14]([OH:17])=[CH:13][CH:12]=2)[CH:6]=1.O.[OH-].[Na+]. The catalyst is C(O)(=O)C. The product is [N+:1]([C:13]1[CH:12]=[C:11]([C:7]2[CH:6]=[N:5][CH:10]=[CH:9][CH:8]=2)[CH:16]=[CH:15][C:14]=1[OH:17])([O-:4])=[O:2]. The yield is 0.430. (6) The reactants are [Cl:1][C:2]1[C:10]([C:11]([C:14]#[N:15])([CH3:13])[CH3:12])=[CH:9][CH:8]=[CH:7][C:3]=1[C:4]([OH:6])=O.C(Cl)(=O)C(Cl)=O.[NH2:22][C:23]1[C:24]([F:46])=[CH:25][C:26]([Cl:45])=[C:27]([CH:44]=1)[O:28][C:29]1[N:34]=[C:33]2[S:35][C:36]([NH:38][C:39]([CH:41]3[CH2:43][CH2:42]3)=[O:40])=[N:37][C:32]2=[CH:31][CH:30]=1.C(=O)([O-])O.[Na+]. The catalyst is O1CCCC1.CN(C)C=O. The product is [Cl:1][C:2]1[C:10]([C:11]([C:14]#[N:15])([CH3:13])[CH3:12])=[CH:9][CH:8]=[CH:7][C:3]=1[C:4]([NH:22][C:23]1[CH:44]=[C:27]([O:28][C:29]2[N:34]=[C:33]3[S:35][C:36]([NH:38][C:39]([CH:41]4[CH2:42][CH2:43]4)=[O:40])=[N:37][C:32]3=[CH:31][CH:30]=2)[C:26]([Cl:45])=[CH:25][C:24]=1[F:46])=[O:6]. The yield is 0.510. (7) The reactants are [Br:1][C:2]1[CH:3]=[C:4]([N:8]2[C:16]3[C:11](=[CH:12][C:13]([N:17]4[CH:21]=[C:20]([CH3:22])[N:19]=[CH:18]4)=[CH:14][CH:15]=3)[C:10]([C:23]([O:25]C)=O)=[N:9]2)[CH:5]=[CH:6][CH:7]=1.C([NH2:29])=O. No catalyst specified. The product is [Br:1][C:2]1[CH:3]=[C:4]([N:8]2[C:16]3[C:11](=[CH:12][C:13]([N:17]4[CH:21]=[C:20]([CH3:22])[N:19]=[CH:18]4)=[CH:14][CH:15]=3)[C:10]([C:23]([NH2:29])=[O:25])=[N:9]2)[CH:5]=[CH:6][CH:7]=1. The yield is 0.990. (8) The reactants are [C:1]([C:5]([C:8]([C:11]([CH2:14][C:15]([CH2:18][C:19]([CH2:22][CH2:23]I)([F:21])[F:20])([F:17])[F:16])([F:13])[F:12])([F:10])[F:9])([F:7])[F:6])([F:4])([F:3])[F:2].CNC=[O:28].O. The catalyst is CCOCC. The product is [C:1]([C:5]([C:8]([C:11]([CH2:14][C:15]([CH2:18][C:19]([CH2:22][CH2:23][OH:28])([F:21])[F:20])([F:17])[F:16])([F:13])[F:12])([F:10])[F:9])([F:7])[F:6])([F:4])([F:3])[F:2]. The yield is 0.830. (9) The reactants are C([Li])CCC.CCCCCC.[CH3:12][N:13]1[CH:17]=[CH:16][CH:15]=[N:14]1.[CH3:18][C:19]1[CH:35]=[CH:34][C:33]([CH3:36])=[CH:32][C:20]=1[O:21][CH2:22][C:23]1[CH:31]=[CH:30][CH:29]=[CH:28][C:24]=1[C:25](Cl)=[O:26].Cl. The catalyst is C1COCC1. The product is [CH3:12][N:13]1[C:17]([C:25]([C:24]2[CH:28]=[CH:29][CH:30]=[CH:31][C:23]=2[CH2:22][O:21][C:20]2[CH:32]=[C:33]([CH3:36])[CH:34]=[CH:35][C:19]=2[CH3:18])=[O:26])=[CH:16][CH:15]=[N:14]1. The yield is 0.156. (10) The reactants are [CH2:1]([O:3][C:4]([C:6]1[S:10][C:9]([C:11]2[CH:16]=[CH:15][C:14]([C:17]([F:20])([F:19])[F:18])=[CH:13][CH:12]=2)=[N:8][C:7]=1[CH3:21])=[O:5])[CH3:2].[Br:22]N1C(=O)CCC1=O. The catalyst is C(Cl)(Cl)(Cl)Cl.C(OOC(=O)C1C=CC=CC=1)(=O)C1C=CC=CC=1. The product is [CH2:1]([O:3][C:4]([C:6]1[S:10][C:9]([C:11]2[CH:16]=[CH:15][C:14]([C:17]([F:19])([F:20])[F:18])=[CH:13][CH:12]=2)=[N:8][C:7]=1[CH2:21][Br:22])=[O:5])[CH3:2]. The yield is 0.800.